This data is from Forward reaction prediction with 1.9M reactions from USPTO patents (1976-2016). The task is: Predict the product of the given reaction. The product is: [Cl:32][C:27]1[N:26]=[CH:25][C:24]([CH2:23][N:8]2[C:9]([CH3:22])=[C:10]([C:14]3[CH:15]=[CH:16][C:17]([C:20]#[N:21])=[CH:18][CH:19]=3)[C:11]([C:12]#[N:13])=[C:7]2[C:4]([OH:6])([CH3:1])[CH3:5])=[CH:29][C:28]=1[CH2:30][OH:31]. Given the reactants [CH3:1][Mg]Br.[C:4]([C:7]1[N:8]([CH2:23][C:24]2[CH:25]=[N:26][C:27]([Cl:32])=[C:28]([CH2:30][OH:31])[CH:29]=2)[C:9]([CH3:22])=[C:10]([C:14]2[CH:19]=[CH:18][C:17]([C:20]#[N:21])=[CH:16][CH:15]=2)[C:11]=1[C:12]#[N:13])(=[O:6])[CH3:5].[Cl-].[Na+], predict the reaction product.